Dataset: TCR-epitope binding with 47,182 pairs between 192 epitopes and 23,139 TCRs. Task: Binary Classification. Given a T-cell receptor sequence (or CDR3 region) and an epitope sequence, predict whether binding occurs between them. (1) The epitope is LLMPILTLT. The TCR CDR3 sequence is CASSQGAGGTSYYNEQFF. Result: 1 (the TCR binds to the epitope). (2) The epitope is TLVPQEHYV. The TCR CDR3 sequence is CASSLAGEWGNTIYF. Result: 0 (the TCR does not bind to the epitope).